From a dataset of Full USPTO retrosynthesis dataset with 1.9M reactions from patents (1976-2016). Predict the reactants needed to synthesize the given product. (1) The reactants are: [C:1]([NH:9][C:10]([NH:12][C:13]1([C:27]2[CH:32]=[CH:31][CH:30]=[CH:29][C:28]=2[F:33])[CH:17]([CH2:18]O)[CH2:16][N:15](C(OC(C)(C)C)=O)[CH2:14]1)=[S:11])(=[O:8])[C:2]1[CH:7]=[CH:6][CH:5]=[CH:4][CH:3]=1.ClC(N(C)C)=C(C)C. Given the product [F:33][C:28]1[CH:29]=[CH:30][CH:31]=[CH:32][C:27]=1[C:13]12[CH2:14][NH:15][CH2:16][CH:17]1[CH2:18][S:11][C:10]([NH:9][C:1](=[O:8])[C:2]1[CH:7]=[CH:6][CH:5]=[CH:4][CH:3]=1)=[N:12]2, predict the reactants needed to synthesize it. (2) Given the product [CH2:37]([N:44]([CH2:46][C:47]1[CH:52]=[CH:51][C:50]([NH:53][C:17]([NH:14][C:2]2[CH:7]=[N:6][C:5]([CH3:8])=[CH:4][N:3]=2)=[O:27])=[C:49]([O:54][CH3:55])[CH:48]=1)[CH3:45])[C:38]1[CH:43]=[CH:42][CH:41]=[CH:40][CH:39]=1, predict the reactants needed to synthesize it. The reactants are: C[C:2]1[N:3]=[CH:4][C:5]([C:8](O)=O)=[N:6][CH:7]=1.C([N:14]([CH:17](C)C)CC)(C)C.C1(P(N=[N+]=[N-])(C2C=CC=CC=2)=[O:27])C=CC=CC=1.[CH2:37]([N:44]([CH2:46][C:47]1[CH:52]=[CH:51][C:50]([NH2:53])=[C:49]([O:54][CH3:55])[CH:48]=1)[CH3:45])[C:38]1[CH:43]=[CH:42][CH:41]=[CH:40][CH:39]=1. (3) Given the product [ClH:37].[C:1]([N:4]1[C:13]2[C:8](=[CH:9][C:10]([C:14]3[O:18][N:17]=[C:16]([CH2:19][CH2:20][NH2:21])[N:15]=3)=[CH:11][CH:12]=2)[C@H:7]([NH:29][C:30](=[O:35])[O:31][CH:32]([CH3:33])[CH3:34])[CH2:6][C@@H:5]1[CH3:36])(=[O:3])[CH3:2], predict the reactants needed to synthesize it. The reactants are: [C:1]([N:4]1[C:13]2[C:8](=[CH:9][C:10]([C:14]3[O:18][N:17]=[C:16]([CH2:19][CH2:20][NH:21]C(OC(C)(C)C)=O)[N:15]=3)=[CH:11][CH:12]=2)[C@H:7]([NH:29][C:30](=[O:35])[O:31][CH:32]([CH3:34])[CH3:33])[CH2:6][C@@H:5]1[CH3:36])(=[O:3])[CH3:2].[ClH:37]. (4) Given the product [F:50][C:51]1[CH:52]=[C:53]2[C:57](=[CH:58][CH:59]=1)[N:56]([NH:60][C:13]([C:10]1[CH:11]=[N:12][C:7]([C:3]3[CH:2]=[N:1][CH:6]=[CH:5][CH:4]=3)=[N:8][CH:9]=1)=[O:15])[C:55]([CH3:61])=[CH:54]2, predict the reactants needed to synthesize it. The reactants are: [N:1]1[CH:6]=[CH:5][CH:4]=[C:3]([C:7]2[N:12]=[CH:11][C:10]([C:13]([OH:15])=O)=[CH:9][N:8]=2)[CH:2]=1.CN(C(ON1N=NC2C=CC(=CC1=2)Cl)=[N+](C)C)C.F[P-](F)(F)(F)(F)F.CCN(C(C)C)C(C)C.[F:50][C:51]1[CH:52]=[C:53]2[C:57](=[CH:58][CH:59]=1)[N:56]([NH2:60])[C:55]([CH3:61])=[CH:54]2. (5) Given the product [N+:9]([C:7]1[CH:8]=[CH:2][C:3]([NH2:4])=[CH:5][CH:6]=1)([O-:11])=[O:10], predict the reactants needed to synthesize it. The reactants are: I[C:2]1[CH:8]=[C:7]([N+:9]([O-:11])=[O:10])[CH:6]=[CH:5][C:3]=1[NH2:4].C(NCC)C.CN(C)C=O. (6) Given the product [OH:2][C:3]1[CH:4]=[CH:5][C:6]([C:9](=[O:10])[C:11]([C:13]2[CH:18]=[CH:17][C:16]([OH:19])=[CH:15][CH:14]=2)=[O:12])=[CH:7][CH:8]=1, predict the reactants needed to synthesize it. The reactants are: C[O:2][C:3]1[CH:8]=[CH:7][C:6]([C:9]([C:11]([C:13]2[CH:18]=[CH:17][C:16]([O:19]C)=[CH:15][CH:14]=2)=[O:12])=[O:10])=[CH:5][CH:4]=1.